The task is: Regression. Given a peptide amino acid sequence and an MHC pseudo amino acid sequence, predict their binding affinity value. This is MHC class I binding data.. This data is from Peptide-MHC class I binding affinity with 185,985 pairs from IEDB/IMGT. The peptide sequence is RVMAPRALL. The MHC is BoLA-JSP.1 with pseudo-sequence BoLA-JSP.1. The binding affinity (normalized) is 0.0641.